Dataset: Forward reaction prediction with 1.9M reactions from USPTO patents (1976-2016). Task: Predict the product of the given reaction. (1) Given the reactants Cl.Cl.[CH3:3][C:4]1([CH3:17])[C:12]2[C:7](=[CH:8][C:9]([NH2:14])=[C:10]([NH2:13])[CH:11]=2)[C:6]([CH3:16])([CH3:15])[CH2:5]1, predict the reaction product. The product is: [CH3:15][C:6]1([CH3:16])[C:7]2[C:12](=[CH:11][C:10]([NH2:13])=[C:9]([NH2:14])[CH:8]=2)[C:4]([CH3:17])([CH3:3])[CH2:5]1. (2) Given the reactants [CH2:1]([C:3]1[CH:8]=[CH:7][C:6]([CH2:9][C:10]2[C:11]([O:16][C@@H:17]3[O:34][C@H:33]([CH2:35][O:36]C(=O)C)[C@@H:28]([O:29]C(=O)C)[C@H:23]([O:24]C(=O)C)[C@H:18]3[O:19]C(=O)C)=[N:12][NH:13][C:14]=2[CH3:15])=[CH:5][CH:4]=1)[CH3:2].C(=O)([O-])[O-].[Cs+].[Cs+].[CH2:46](I)[CH:47]=[CH2:48].[OH-].[Na+], predict the reaction product. The product is: [CH2:48]([N:13]1[C:14]([CH3:15])=[C:10]([CH2:9][C:6]2[CH:7]=[CH:8][C:3]([CH2:1][CH3:2])=[CH:4][CH:5]=2)[C:11]([O:16][C@@H:17]2[O:34][C@H:33]([CH2:35][OH:36])[C@@H:28]([OH:29])[C@H:23]([OH:24])[C@H:18]2[OH:19])=[N:12]1)[CH:47]=[CH2:46]. (3) The product is: [Cl:26][C:6]1[C:5]2[C:10](=[CH:11][C:12]([O:13][CH2:14][CH2:15][CH2:16][N:17]([CH3:22])[S:18]([CH3:21])(=[O:20])=[O:19])=[C:3]([O:2][CH3:1])[CH:4]=2)[N:9]=[CH:8][N:7]=1. Given the reactants [CH3:1][O:2][C:3]1[CH:4]=[C:5]2[C:10](=[CH:11][C:12]=1[O:13][CH2:14][CH2:15][CH2:16][N:17]([CH3:22])[S:18]([CH3:21])(=[O:20])=[O:19])[N:9]=[CH:8][NH:7][C:6]2=O.S(Cl)([Cl:26])=O, predict the reaction product. (4) Given the reactants [C:1]([CH:3](OS(C)(=O)=O)[CH2:4][CH:5]1[CH2:10][CH2:9][N:8](C(OC(C)(C)C)=O)[CH2:7][CH2:6]1)#[N:2].FC(F)(F)C(O)=O, predict the reaction product. The product is: [N:8]12[CH2:9][CH2:10][CH:5]([CH2:6][CH2:7]1)[CH2:4][CH:3]2[C:1]#[N:2].